Dataset: Forward reaction prediction with 1.9M reactions from USPTO patents (1976-2016). Task: Predict the product of the given reaction. (1) Given the reactants [C:1]1([C:7]2[CH:8]=[N:9][N:10]3[CH:15]=[C:14]([C:16]4[CH:21]=[CH:20][C:19]([C:22]#[C:23][CH2:24][OH:25])=[CH:18][CH:17]=4)[CH:13]=[N:12][C:11]=23)[CH:6]=[CH:5][CH:4]=[CH:3][CH:2]=1, predict the reaction product. The product is: [C:1]1([C:7]2[CH:8]=[N:9][N:10]3[CH:15]=[C:14]([C:16]4[CH:17]=[CH:18][C:19]([CH2:22][CH2:23][CH2:24][OH:25])=[CH:20][CH:21]=4)[CH:13]=[N:12][C:11]=23)[CH:2]=[CH:3][CH:4]=[CH:5][CH:6]=1. (2) Given the reactants [Cl:1][C:2]1[C:3]([OH:11])=[CH:4][C:5]([OH:10])=[C:6]([CH:9]=1)[CH:7]=[O:8].[CH:12](=[O:24])[CH2:13][CH2:14][CH2:15][CH2:16][CH2:17][CH2:18][CH2:19][CH2:20][CH2:21][CH2:22][CH3:23].[Cl-].[Ca+2].[Cl-].CO.[OH-].[K+].Cl, predict the reaction product. The product is: [Cl:1][C:2]1[C:3]([OH:11])=[C:4]([CH:12]([OH:24])[CH2:13][CH2:14][CH2:15][CH2:16][CH2:17][CH2:18][CH2:19][CH2:20][CH2:21][CH2:22][CH3:23])[C:5]([OH:10])=[C:6]([CH:9]=1)[CH:7]=[O:8].[Cl:1][C:2]1[C:3]([OH:11])=[CH:4][C:5]([OH:10])=[C:6]([CH:9]=1)[CH:7]=[O:8]. (3) Given the reactants [F:1][C:2]1[C:7]([F:8])=[CH:6][CH:5]=[CH:4][C:3]=1[N:9]1[CH:13]=[N:12][N:11]=[C:10]1[C:14]1[C:15]([NH2:20])=[N:16][CH:17]=[CH:18][N:19]=1.C1C(=O)N([Br:28])C(=O)C1.C([O-])(O)=O.[Na+], predict the reaction product. The product is: [Br:28][C:18]1[N:19]=[C:14]([C:10]2[N:9]([C:3]3[CH:4]=[CH:5][CH:6]=[C:7]([F:8])[C:2]=3[F:1])[CH:13]=[N:12][N:11]=2)[C:15]([NH2:20])=[N:16][CH:17]=1. (4) Given the reactants Cl.[CH2:2]([O:9][C:10](=[O:16])[C@@H:11]1[CH2:15][CH2:14][CH2:13][NH:12]1)[C:3]1[CH:8]=[CH:7][CH:6]=[CH:5][CH:4]=1.Cl.[C:18](Cl)(=[O:25])[C:19]1[CH:24]=[CH:23][N:22]=[CH:21][CH:20]=1, predict the reaction product. The product is: [N:22]1[CH:23]=[CH:24][C:19]([C:18]([N:12]2[CH2:13][CH2:14][CH2:15][CH:11]2[C:10]([O:9][CH2:2][C:3]2[CH:4]=[CH:5][CH:6]=[CH:7][CH:8]=2)=[O:16])=[O:25])=[CH:20][CH:21]=1. (5) The product is: [OH:22][B:19]1[C:18]2[CH:23]=[C:14]([NH:13][S:10]([C:3]3[CH:4]=[CH:5][C:6]([O:8][CH3:9])=[CH:7][C:2]=3[NH:1][C:25](=[O:26])[O:27][CH2:28][CH3:29])(=[O:11])=[O:12])[CH:15]=[CH:16][C:17]=2[CH2:21][O:20]1. Given the reactants [NH2:1][C:2]1[CH:7]=[C:6]([O:8][CH3:9])[CH:5]=[CH:4][C:3]=1[S:10]([NH:13][C:14]1[CH:15]=[CH:16][C:17]2[CH2:21][O:20][B:19]([OH:22])[C:18]=2[CH:23]=1)(=[O:12])=[O:11].Cl[C:25]([O:27][CH2:28][CH3:29])=[O:26].OC1C=CC(S(=O)(=O)NC2C=CC3COB(O)C=3C=2)=C(NC(=O)COC2C=CC=CC=2)C=1, predict the reaction product. (6) Given the reactants [C:1]([C:3]1[C@@H:8]([C:9]2[CH:14]=[CH:13][C:12]([C:15]#[N:16])=[CH:11][C:10]=2[S:17]([CH3:20])(=[O:19])=[O:18])[N:7]([C:21](OC2C=CC([N+]([O-])=O)=CC=2)=[O:22])[C:6](=[O:33])[N:5]([C:34]2[CH:39]=[CH:38][CH:37]=[C:36]([C:40]([F:43])([F:42])[F:41])[CH:35]=2)[C:4]=1[CH3:44])#[N:2].[CH3:45][O:46][C@@H:47]1[CH2:52][CH2:51][CH2:50][NH:49][CH2:48]1, predict the reaction product. The product is: [C:15]([C:12]1[CH:13]=[CH:14][C:9]([C@@H:8]2[C:3]([C:1]#[N:2])=[C:4]([CH3:44])[N:5]([C:34]3[CH:39]=[CH:38][CH:37]=[C:36]([C:40]([F:42])([F:41])[F:43])[CH:35]=3)[C:6](=[O:33])[N:7]2[C:21]([N:49]2[CH2:50][CH2:51][CH2:52][C@@H:47]([O:46][CH3:45])[CH2:48]2)=[O:22])=[C:10]([S:17]([CH3:20])(=[O:18])=[O:19])[CH:11]=1)#[N:16].